This data is from Full USPTO retrosynthesis dataset with 1.9M reactions from patents (1976-2016). The task is: Predict the reactants needed to synthesize the given product. (1) Given the product [C:1]([N:4]1[C:13]2[C:8](=[CH:9][C:10]([C:14]3[CH:24]=[CH:23][C:17]([C:18]([O:20][CH2:21][CH3:22])=[O:19])=[CH:16][N:15]=3)=[CH:11][CH:12]=2)[C@H:7]([NH:25][C:26]2[CH:31]=[CH:30][C:29]([NH2:32])=[CH:28][N:27]=2)[CH2:6][C@@H:5]1[CH3:35])(=[O:3])[CH3:2], predict the reactants needed to synthesize it. The reactants are: [C:1]([N:4]1[C:13]2[C:8](=[CH:9][C:10]([C:14]3[CH:24]=[CH:23][C:17]([C:18]([O:20][CH2:21][CH3:22])=[O:19])=[CH:16][N:15]=3)=[CH:11][CH:12]=2)[C@H:7]([NH:25][C:26]2[CH:31]=[CH:30][C:29]([N+:32]([O-])=O)=[CH:28][N:27]=2)[CH2:6][C@@H:5]1[CH3:35])(=[O:3])[CH3:2].C([O-])=O.[NH4+]. (2) Given the product [Cl:1][C:15]([CH3:17])([CH3:16])[CH:14]([N:2]=[O:4])[CH2:13][O:12][CH2:10][CH3:11], predict the reactants needed to synthesize it. The reactants are: [ClH:1].[N:2]([O:4]CCC(C)C)=O.[CH2:10]([O:12][CH2:13][CH:14]=[C:15]([CH3:17])[CH3:16])[CH3:11]. (3) Given the product [F:18][C:16]1[CH:15]=[CH:14][C:13]([CH3:19])=[C:12]([C:7]2[CH:6]=[C:5]3[C:10]([CH:11]=[C:2]([NH:27][CH:22]([CH3:21])[C:23]([F:26])([F:25])[F:24])[N:3]=[CH:4]3)=[CH:9][CH:8]=2)[CH:17]=1, predict the reactants needed to synthesize it. The reactants are: Cl[C:2]1[N:3]=[CH:4][C:5]2[C:10]([CH:11]=1)=[CH:9][CH:8]=[C:7]([C:12]1[CH:17]=[C:16]([F:18])[CH:15]=[CH:14][C:13]=1[CH3:19])[CH:6]=2.Cl.[CH3:21][CH:22]([NH2:27])[C:23]([F:26])([F:25])[F:24].C(=O)([O-])[O-].[Cs+].[Cs+].O1CCOCC1.CC(C)([O-])C.[Na+]. (4) Given the product [CH3:33][N:20]([CH3:19])[CH2:21][CH2:22][C@@H:23]([NH:32][C:2]1[CH:7]=[CH:6][C:5]([S:8]([NH2:11])(=[O:10])=[O:9])=[CH:4][C:3]=1[S:12]([C:15]([F:18])([F:17])[F:16])(=[O:14])=[O:13])[CH2:24][S:25][C:26]1[CH:27]=[CH:28][CH:29]=[CH:30][CH:31]=1, predict the reactants needed to synthesize it. The reactants are: F[C:2]1[CH:7]=[CH:6][C:5]([S:8]([NH2:11])(=[O:10])=[O:9])=[CH:4][C:3]=1[S:12]([C:15]([F:18])([F:17])[F:16])(=[O:14])=[O:13].[CH3:19][N:20]([CH3:33])[CH2:21][CH2:22][C@@H:23]([NH2:32])[CH2:24][S:25][C:26]1[CH:31]=[CH:30][CH:29]=[CH:28][CH:27]=1.CCN(C(C)C)C(C)C.